This data is from Full USPTO retrosynthesis dataset with 1.9M reactions from patents (1976-2016). The task is: Predict the reactants needed to synthesize the given product. (1) Given the product [Br:1][C:2]1[N:3]=[CH:4][N:5]([CH2:15][CH2:16][N:17]2[CH2:22][CH2:21][O:20][CH2:19][CH2:18]2)[CH:6]=1, predict the reactants needed to synthesize it. The reactants are: [Br:1][C:2]1[N:3]=[CH:4][NH:5][CH:6]=1.C(=O)([O-])[O-].[Cs+].[Cs+].Cl.Cl[CH2:15][CH2:16][N:17]1[CH2:22][CH2:21][O:20][CH2:19][CH2:18]1. (2) Given the product [Cl:1][C:2]1[CH:24]=[C:23]([Cl:25])[CH:22]=[CH:21][C:3]=1[CH2:4][N:5]1[C:9]([CH2:10][CH2:11][CH2:12][OH:13])=[CH:8][C:7]([O:17][CH2:18][CH2:19][CH3:20])=[N:6]1, predict the reactants needed to synthesize it. The reactants are: [Cl:1][C:2]1[CH:24]=[C:23]([Cl:25])[CH:22]=[CH:21][C:3]=1[CH2:4][N:5]1[C:9]([CH2:10][CH2:11][C:12](OCC)=[O:13])=[CH:8][C:7]([O:17][CH2:18][CH2:19][CH3:20])=[N:6]1.[H-].C([Al+]CC(C)C)C(C)C.[Cl-].[NH4+]. (3) Given the product [Br:18][C:6]1[CH:7]=[CH:8][C:9]([NH2:10])=[C:4]2[C:5]=1[S:1][N:2]=[N:3]2, predict the reactants needed to synthesize it. The reactants are: [S:1]1[C:5]2=[CH:6][CH:7]=[CH:8][C:9]([NH2:10])=[C:4]2[N:3]=[N:2]1.C1C(=O)N([Br:18])C(=O)C1. (4) Given the product [CH3:1][O:2][C:3](=[O:15])[C:4]1[CH:9]=[CH:8][C:7]([O:10][CH2:17][CH:18]=[C:19]([CH3:21])[CH3:20])=[C:6]([C:11]([CH3:12])([CH3:14])[CH3:13])[CH:5]=1, predict the reactants needed to synthesize it. The reactants are: [CH3:1][O:2][C:3](=[O:15])[C:4]1[CH:9]=[CH:8][C:7]([OH:10])=[C:6]([C:11]([CH3:14])([CH3:13])[CH3:12])[CH:5]=1.Br[CH2:17][CH:18]=[C:19]([CH3:21])[CH3:20].C([O-])([O-])=O.[Cs+].[Cs+].